Dataset: Forward reaction prediction with 1.9M reactions from USPTO patents (1976-2016). Task: Predict the product of the given reaction. (1) Given the reactants C(N1CCC=C(C2C=CC(C#N)=CC=2)CC1)(C)(C)C.[C:20]([C:22]1[CH:27]=[CH:26][C:25]([C:28]2[CH2:29][CH2:30][CH2:31][N:32]([C:35]([O:37][C:38]([CH3:41])([CH3:40])[CH3:39])=[O:36])[CH2:33][CH:34]=2)=[CH:24][CH:23]=1)#[N:21], predict the reaction product. The product is: [C:20]([C:22]1[CH:23]=[CH:24][C:25]([CH:28]2[CH2:29][CH2:30][CH2:31][N:32]([C:35]([O:37][C:38]([CH3:41])([CH3:40])[CH3:39])=[O:36])[CH2:33][CH2:34]2)=[CH:26][CH:27]=1)#[N:21]. (2) Given the reactants [NH2:1][NH2:2].[C:3](Cl)([O:5][CH2:6][CH:7]1[C:19]2[C:14](=[CH:15][CH:16]=[CH:17][CH:18]=2)[C:13]2[C:8]1=[CH:9][CH:10]=[CH:11][CH:12]=2)=[O:4], predict the reaction product. The product is: [C:3]([NH:1][NH2:2])([O:5][CH2:6][CH:7]1[C:19]2[C:14](=[CH:15][CH:16]=[CH:17][CH:18]=2)[C:13]2[C:8]1=[CH:9][CH:10]=[CH:11][CH:12]=2)=[O:4]. (3) Given the reactants [CH3:1][O:2][C:3]1[CH:21]=[CH:20][CH:19]=[CH:18][C:4]=1[CH2:5][NH:6][C:7]1[O:8][CH2:9][C:10]2[CH:16]=[C:15]([NH2:17])[CH:14]=[CH:13][C:11]=2[N:12]=1.[CH:22]1([C:25](Cl)=[O:26])[CH2:24][CH2:23]1, predict the reaction product. The product is: [CH3:1][O:2][C:3]1[CH:21]=[CH:20][CH:19]=[CH:18][C:4]=1[CH2:5][NH:6][C:7]1[O:8][CH2:9][C:10]2[CH:16]=[C:15]([NH:17][C:25]([CH:22]3[CH2:24][CH2:23]3)=[O:26])[CH:14]=[CH:13][C:11]=2[N:12]=1. (4) Given the reactants Br[C:2]1[CH:3]=[CH:4][C:5]([CH3:21])=[C:6]([CH:20]=1)[CH2:7][C:8]1[S:9][C:10]([C:13]2[CH:18]=[CH:17][C:16]([F:19])=[CH:15][CH:14]=2)=[CH:11][CH:12]=1.C([Li])CCC.[Cl-].C([Al+]CC(C)C)C(C)C.[C@@H:37]12[O:47][CH2:46][C@@H:44]([O:45]1)[C@@H:42]([OH:43])[C@H:40]([OH:41])[C@H:38]2[OH:39].[H-].C([Al+]CC(C)C)C(C)C.[Al], predict the reaction product. The product is: [CH3:21][C:5]1[CH:4]=[CH:3][C:2]([C@@H:37]2[O:45][C@H:44]([CH2:46][OH:47])[C@@H:42]([OH:43])[C@H:40]([OH:41])[C@H:38]2[OH:39])=[CH:20][C:6]=1[CH2:7][C:8]1[S:9][C:10]([C:13]2[CH:18]=[CH:17][C:16]([F:19])=[CH:15][CH:14]=2)=[CH:11][CH:12]=1. (5) Given the reactants [C:1]([C:5]1[O:9][N:8]=[C:7]([NH:10][C:11]([NH:13][C:14]2[CH:19]=[CH:18][CH:17]=[C:16]([O:20][C:21]3[C:30]4[C:25](=[CH:26][C:27]([O:33][CH2:34][CH2:35][CH2:36]Cl)=[C:28]([O:31][CH3:32])[CH:29]=4)[N:24]=[CH:23][N:22]=3)[CH:15]=2)=[O:12])[CH:6]=1)([CH3:4])([CH3:3])[CH3:2].[NH:38]1[CH2:42][CH2:41][C@@H:40]([OH:43])[CH2:39]1.CCN(C(C)C)C(C)C.O, predict the reaction product. The product is: [C:1]([C:5]1[O:9][N:8]=[C:7]([NH:10][C:11]([NH:13][C:14]2[CH:19]=[CH:18][CH:17]=[C:16]([O:20][C:21]3[C:30]4[C:25](=[CH:26][C:27]([O:33][CH2:34][CH2:35][CH2:36][N:38]5[CH2:42][CH2:41][C@@H:40]([OH:43])[CH2:39]5)=[C:28]([O:31][CH3:32])[CH:29]=4)[N:24]=[CH:23][N:22]=3)[CH:15]=2)=[O:12])[CH:6]=1)([CH3:4])([CH3:3])[CH3:2]. (6) Given the reactants [CH3:1][C:2]1([OH:12])[CH2:11][CH2:10][C:5]2(OCC[O:6]2)[CH2:4][CH2:3]1.Cl.C(=O)([O-])[O-].[Na+].[Na+], predict the reaction product. The product is: [OH:12][C:2]1([CH3:1])[CH2:11][CH2:10][C:5](=[O:6])[CH2:4][CH2:3]1.